This data is from Full USPTO retrosynthesis dataset with 1.9M reactions from patents (1976-2016). The task is: Predict the reactants needed to synthesize the given product. (1) Given the product [Cl:16][C@@H:7]([CH:9]1[CH2:13][CH2:12][CH2:11][O:10]1)[C:2]1[CH:3]=[CH:4][CH:5]=[CH:6][N:1]=1, predict the reactants needed to synthesize it. The reactants are: [N:1]1[CH:6]=[CH:5][CH:4]=[CH:3][C:2]=1[C@H:7]([CH:9]1[CH2:13][CH2:12][CH2:11][O:10]1)O.S(Cl)([Cl:16])=O. (2) The reactants are: [Cl:1][C:2]1[CH:3]=[C:4]([NH:9][C:10]([C:13]2[N:14]=[N:15][S:16][C:17]=2[CH2:18][O:19][Si:20]([CH:27]([CH3:29])[CH3:28])([CH:24]([CH3:26])[CH3:25])[CH:21]([CH3:23])[CH3:22])=[N:11][OH:12])[CH:5]=[CH:6][C:7]=1[F:8].C1N=CN([C:35](N2C=NC=C2)=[O:36])C=1. Given the product [Cl:1][C:2]1[CH:3]=[C:4]([N:9]2[C:35](=[O:36])[O:12][N:11]=[C:10]2[C:13]2[N:14]=[N:15][S:16][C:17]=2[CH2:18][O:19][Si:20]([CH:24]([CH3:26])[CH3:25])([CH:27]([CH3:29])[CH3:28])[CH:21]([CH3:22])[CH3:23])[CH:5]=[CH:6][C:7]=1[F:8], predict the reactants needed to synthesize it. (3) Given the product [O:23]1[CH2:22][CH2:6][CH2:7][CH2:8][CH:9]1[O:37][CH2:38][C:39]1[CH:40]=[C:41]([CH:44]=[CH:45][CH:46]=1)[C:42]#[N:43], predict the reactants needed to synthesize it. The reactants are: C[C@H](N)C(N[C@@H:6]([C:22](N)=[O:23])[CH2:7][CH2:8][C:9](NC12CC3CC(CC(C3)C1)C2)=O)=O.C1(C)C(S(O)(=O)=O)=CC=CC=1.[OH:37][CH2:38][C:39]1[CH:40]=[C:41]([CH:44]=[CH:45][CH:46]=1)[C:42]#[N:43].O1C=CCCC1.C(=O)(O)[O-].[Na+]. (4) Given the product [N+:34]([C:33]1[CH:25]=[C:26]([CH:30]=[CH:31][C:32]=1[O:37][CH2:38][CH2:39][NH:40][C:21](=[O:23])[CH2:20][C:5]1[CH:6]=[CH:7][C:8]([N:9]([C:5]2[CH:4]=[CH:3][CH:8]=[CH:7][C:46]=2[CH3:47])[C:10]([NH2:12])=[O:11])=[C:3]([O:2][CH3:1])[CH:4]=1)[C:27]([OH:29])=[O:28])([O-:36])=[O:35], predict the reactants needed to synthesize it. The reactants are: [CH3:1][O:2][C:3]1[CH:4]=[C:5]([CH2:20][C:21]([OH:23])=O)[CH:6]=[CH:7][C:8]=1[NH:9][C:10]([NH:12]C1C=CC=CC=1C)=[O:11].C[C:25]1[C:33]([N+:34]([O-:36])=[O:35])=[C:32]([O:37][CH2:38][CH2:39][NH2:40])[CH:31]=[CH:30][C:26]=1[C:27]([OH:29])=[O:28].CCN([CH2:46][CH3:47])CC.Cl.